From a dataset of Full USPTO retrosynthesis dataset with 1.9M reactions from patents (1976-2016). Predict the reactants needed to synthesize the given product. (1) Given the product [F:48][C:45]([F:46])([F:47])[C:43]1[CH:42]=[C:5]([CH:4]=[C:3]([C:2]([F:1])([F:49])[F:50])[CH:44]=1)[C:6]([N:8]1[CH2:13][CH2:12][N:11]([CH2:14][CH2:15][N:16]2[CH2:21][CH2:20][O:19][C@H:18]([CH2:22][O:23][CH3:24])[CH2:17]2)[CH2:10][C@H:9]1[CH2:25][C:26]1[CH:31]=[CH:30][C:29]([CH3:32])=[C:28]([NH:33][CH3:34])[CH:27]=1)=[O:7].[F:47][C:45]([F:46])([F:48])[C:43]1[CH:42]=[C:5]([CH:4]=[C:3]([C:2]([F:50])([F:49])[F:1])[CH:44]=1)[C:6]([N:8]1[CH2:13][CH2:12][N:11]([CH2:14][CH2:15][N:16]2[CH2:21][CH2:20][O:19][C@H:18]([CH2:22][O:23][CH3:24])[CH2:17]2)[CH2:10][C@H:9]1[CH2:25][C:26]1[CH:31]=[CH:30][C:29]([CH3:32])=[C:28]([NH:33][CH2:34][N:35]2[CH:39]([OH:40])[CH2:38][CH2:37][C:36]2=[O:41])[CH:27]=1)=[O:7], predict the reactants needed to synthesize it. The reactants are: [F:1][C:2]([F:50])([F:49])[C:3]1[CH:4]=[C:5]([CH:42]=[C:43]([C:45]([F:48])([F:47])[F:46])[CH:44]=1)[C:6]([N:8]1[CH2:13][CH2:12][N:11]([CH2:14][CH2:15][N:16]2[CH2:21][CH2:20][O:19][C@H:18]([CH2:22][O:23][CH3:24])[CH2:17]2)[CH2:10][C@H:9]1[CH2:25][C:26]1[CH:31]=[CH:30][C:29]([CH3:32])=[C:28]([NH:33][CH2:34][N:35]2[C:39](=[O:40])[CH2:38][CH2:37][C:36]2=[O:41])[CH:27]=1)=[O:7].[BH4-].[Na+].O.C(OCC)(=O)C. (2) Given the product [CH:1]1([N:6]2[CH2:12][C:11]([F:14])([F:13])[C:10](=[O:15])[N:9]([CH3:16])[C:8]3[CH:17]=[N:18][C:19]([NH:21][C:22]4[CH:30]=[CH:29][C:25]([C:26]([NH:43][C@H:44]5[CH2:49][CH2:48][C@H:47]([OH:50])[CH2:46][CH2:45]5)=[O:28])=[CH:24][C:23]=4[O:31][CH3:32])=[N:20][C:7]2=3)[CH2:5][CH2:4][CH2:3][CH2:2]1, predict the reactants needed to synthesize it. The reactants are: [CH:1]1([N:6]2[CH2:12][C:11]([F:14])([F:13])[C:10](=[O:15])[N:9]([CH3:16])[C:8]3[CH:17]=[N:18][C:19]([NH:21][C:22]4[CH:30]=[CH:29][C:25]([C:26]([OH:28])=O)=[CH:24][C:23]=4[O:31][CH3:32])=[N:20][C:7]2=3)[CH2:5][CH2:4][CH2:3][CH2:2]1.C(N(C(C)C)C(C)C)C.Cl.[NH2:43][C@H:44]1[CH2:49][CH2:48][C@H:47]([OH:50])[CH2:46][CH2:45]1. (3) Given the product [OH:32][C:34]12[C:52]3[C:47](=[CH:48][CH:49]=[CH:50][CH:51]=3)[C:46](=[O:53])[C:19]1([NH:20][C:9]([C:7]1[S:8][C:4]([N+:1]([O-:3])=[O:2])=[CH:5][CH:6]=1)=[O:11])[C:18]1[CH:17]=[CH:38][C:39]([CH:43]([CH3:45])[CH3:44])=[CH:40][C:41]=1[O:42]2, predict the reactants needed to synthesize it. The reactants are: [N+:1]([C:4]1[S:8][C:7]([C:9]([OH:11])=O)=[CH:6][CH:5]=1)([O-:3])=[O:2].CCN=C=N[CH2:17][CH2:18][CH2:19][N:20](C)C.C1C=CC2N([OH:32])N=NC=2C=1.N[C:34]12[C:52]3[C:47](=[CH:48][CH:49]=[CH:50][CH:51]=3)[C:46](=[O:53])C1(O)C1[C:41]([O:42]2)=[CH:40][C:39]([CH:43]([CH3:45])[CH3:44])=[CH:38]C=1. (4) Given the product [F:23][C:22]([F:25])([F:24])[C:20]([NH:13][C:12]1[CH:14]=[CH:15][CH:16]=[CH:17][C:11]=1[C:10]#[C:9][C:5]1[CH:6]=[CH:7][CH:8]=[C:3]([C:2]([F:18])([F:19])[F:1])[CH:4]=1)=[O:21], predict the reactants needed to synthesize it. The reactants are: [F:1][C:2]([F:19])([F:18])[C:3]1[CH:4]=[C:5]([C:9]#[C:10][C:11]2[CH:17]=[CH:16][CH:15]=[CH:14][C:12]=2[NH2:13])[CH:6]=[CH:7][CH:8]=1.[C:20](O[C:20]([C:22]([F:25])([F:24])[F:23])=[O:21])([C:22]([F:25])([F:24])[F:23])=[O:21].C([O-])(O)=O.[Na+]. (5) Given the product [CH3:1][N:2]([CH2:4][C:5]1[C:13]2[O:12][N:11]=[C:10]([CH2:14][CH2:15][CH:16]3[CH2:21][CH2:20][N:19]([CH2:22][C:23]([CH3:43])([CH3:44])[CH2:24][OH:25])[CH2:18][CH2:17]3)[C:9]=2[CH:8]=[CH:7][C:6]=1[O:45][CH2:46][CH2:47][CH3:48])[CH3:3], predict the reactants needed to synthesize it. The reactants are: [CH3:1][N:2]([CH2:4][C:5]1[C:13]2[O:12][N:11]=[C:10]([CH2:14][CH2:15][CH:16]3[CH2:21][CH2:20][N:19]([CH2:22][C:23]([CH3:44])([CH3:43])[CH2:24][O:25][Si](C(C)(C)C)(C4C=CC=CC=4)C4C=CC=CC=4)[CH2:18][CH2:17]3)[C:9]=2[CH:8]=[CH:7][C:6]=1[O:45][CH2:46][CH2:47][CH3:48])[CH3:3].[F-].C([N+](CCCC)(CCCC)CCCC)CCC.C(OCC)(=O)C.